Task: Regression. Given a peptide amino acid sequence and an MHC pseudo amino acid sequence, predict their binding affinity value. This is MHC class I binding data.. Dataset: Peptide-MHC class I binding affinity with 185,985 pairs from IEDB/IMGT (1) The peptide sequence is KLLARFLFE. The MHC is HLA-B15:01 with pseudo-sequence HLA-B15:01. The binding affinity (normalized) is 0.0847. (2) The peptide sequence is YEFLQPILL. The MHC is HLA-A03:01 with pseudo-sequence HLA-A03:01. The binding affinity (normalized) is 0. (3) The MHC is HLA-B35:03 with pseudo-sequence HLA-B35:03. The peptide sequence is SEIDLILGY. The binding affinity (normalized) is 0. (4) The peptide sequence is ESDSKPQKV. The MHC is HLA-A01:01 with pseudo-sequence HLA-A01:01. The binding affinity (normalized) is 0.520.